From a dataset of Full USPTO retrosynthesis dataset with 1.9M reactions from patents (1976-2016). Predict the reactants needed to synthesize the given product. Given the product [F:36][CH:2]([F:1])[N:3]1[CH:7]=[C:6]([C:8]2[C:12]3=[N:13][CH:14]=[C:15]([C:17]4[C:18]([CH3:23])=[N:19][O:20][C:21]=4[CH3:22])[CH:16]=[C:11]3[N:10]([CH2:24][C:25]3([F:35])[CH2:34][CH2:33][C:28](=[O:29])[CH2:27][CH2:26]3)[CH:9]=2)[CH:5]=[N:4]1, predict the reactants needed to synthesize it. The reactants are: [F:1][CH:2]([F:36])[N:3]1[CH:7]=[C:6]([C:8]2[C:12]3=[N:13][CH:14]=[C:15]([C:17]4[C:18]([CH3:23])=[N:19][O:20][C:21]=4[CH3:22])[CH:16]=[C:11]3[N:10]([CH2:24][C:25]3([F:35])[CH2:34][CH2:33][C:28]4(OCC[O:29]4)[CH2:27][CH2:26]3)[CH:9]=2)[CH:5]=[N:4]1.Cl.C(=O)([O-])[O-].[K+].[K+].